From a dataset of Reaction yield outcomes from USPTO patents with 853,638 reactions. Predict the reaction yield, written as a fraction of the theoretical maximum amount of product (1.0 means a 100% yield; for example, 0.34 means a 34% yield). (1) The catalyst is C(#N)C.O1CCOCC1.O. The yield is 0.630. The product is [CH3:11][C:10]1[C:2]([C:30]2[CH:35]=[CH:34][C:25]([NH2:26])=[N:28][CH:29]=2)=[CH:3][C:4]2[CH2:8][CH2:7][O:6][C:5]=2[CH:9]=1. The reactants are Br[C:2]1[C:10]([CH3:11])=[CH:9][C:5]2[O:6][CH2:7][CH2:8][C:4]=2[CH:3]=1.FC1(F)OC2C=C(C)C(C3N=C[C:25]([NH:28][C:29](=O)[C:30]4[CH:35]=[CH:34]C=CC=4F)=[N:26]C=3)=CC=2O1.[O-]P([O-])([O-])=O.[K+].[K+].[K+]. (2) The yield is 0.680. The reactants are Br[C:2]1[CH:3]=[C:4]([N+:10]([O-:12])=[O:11])[C:5]([C:8]#[N:9])=[N:6][CH:7]=1.[NH:13]1[CH2:18][CH2:17][O:16][CH2:15][CH2:14]1. The catalyst is CS(C)=O. The product is [N:13]1([C:2]2[CH:3]=[C:4]([N+:10]([O-:12])=[O:11])[C:5]([C:8]#[N:9])=[N:6][CH:7]=2)[CH2:18][CH2:17][O:16][CH2:15][CH2:14]1. (3) The reactants are Cl.[C@H:2]12[CH2:8][C@H:5]([NH:6][CH2:7]1)[CH2:4][N:3]2[CH2:9][C:10]1[CH:25]=[CH:24][C:13]([O:14][C:15]2[S:16][C:17]3[CH:23]=[CH:22][CH:21]=[CH:20][C:18]=3[N:19]=2)=[CH:12][CH:11]=1.[C:26](O)(=[O:29])[CH2:27][OH:28].Cl.CN(C)CCCN=C=NCC.CCN(CC)CC. The catalyst is C(Cl)Cl. The product is [S:16]1[C:17]2[CH:23]=[CH:22][CH:21]=[CH:20][C:18]=2[N:19]=[C:15]1[O:14][C:13]1[CH:12]=[CH:11][C:10]([CH2:9][N:3]2[CH2:4][C@@H:5]3[CH2:8][C@H:2]2[CH2:7][N:6]3[C:27](=[O:28])[CH2:26][OH:29])=[CH:25][CH:24]=1. The yield is 0.550. (4) The reactants are C([NH:5][S:6]([C:9]1[S:10][C:11]([C:14]2[CH:19]=[CH:18][CH:17]=[C:16]([C:20]3[N:25]=[C:24]([CH:26]([F:28])[F:27])[CH:23]=[C:22]([C:29]4[CH:30]=[N:31][C:32]([C:35]([F:38])([F:37])[F:36])=[CH:33][CH:34]=4)[N:21]=3)[CH:15]=2)=[CH:12][CH:13]=1)(=[O:8])=[O:7])(C)(C)C.C(O)(C(F)(F)F)=O. The catalyst is ClCCl. The product is [F:28][CH:26]([F:27])[C:24]1[CH:23]=[C:22]([C:29]2[CH:30]=[N:31][C:32]([C:35]([F:36])([F:38])[F:37])=[CH:33][CH:34]=2)[N:21]=[C:20]([C:16]2[CH:15]=[C:14]([C:11]3[S:10][C:9]([S:6]([NH2:5])(=[O:8])=[O:7])=[CH:13][CH:12]=3)[CH:19]=[CH:18][CH:17]=2)[N:25]=1. The yield is 0.310. (5) The reactants are [C:1]1([C:14]2[CH:19]=[CH:18][CH:17]=[CH:16][CH:15]=2)[CH:6]=[CH:5][C:4]([CH2:7][C:8](N(OC)C)=[O:9])=[CH:3][CH:2]=1.[C:20]1([Mg]Br)[CH:25]=[CH:24][CH:23]=[CH:22][CH:21]=1. The catalyst is C1COCC1. The product is [C:1]1([C:14]2[CH:19]=[CH:18][CH:17]=[CH:16][CH:15]=2)[CH:6]=[CH:5][C:4]([CH2:7][C:8]([C:20]2[CH:25]=[CH:24][CH:23]=[CH:22][CH:21]=2)=[O:9])=[CH:3][CH:2]=1. The yield is 0.807. (6) The reactants are Cl[CH2:2][C:3]1[CH:8]=[CH:7][C:6]([C:9]([OH:35])([C:29]2[N:33]([CH3:34])[CH:32]=[N:31][CH:30]=2)[C:10]2[CH:11]=[C:12]3[C:17](=[CH:18][CH:19]=2)[N:16]([CH3:20])[C:15](=[O:21])[CH:14]=[C:13]3[C:22]2[CH:27]=[CH:26][CH:25]=[C:24]([Cl:28])[CH:23]=2)=[CH:5][CH:4]=1.[CH3:36][O:37][Na].CO.O. The catalyst is CO. The product is [Cl:28][C:24]1[CH:23]=[C:22]([C:13]2[C:12]3[C:17](=[CH:18][CH:19]=[C:10]([C:9]([OH:35])([C:6]4[CH:5]=[CH:4][C:3]([CH2:2][O:37][CH3:36])=[CH:8][CH:7]=4)[C:29]4[N:33]([CH3:34])[CH:32]=[N:31][CH:30]=4)[CH:11]=3)[N:16]([CH3:20])[C:15](=[O:21])[CH:14]=2)[CH:27]=[CH:26][CH:25]=1. The yield is 0.200. (7) The reactants are [CH:1]1([CH2:4][CH2:5][OH:6])[CH2:3][CH2:2]1.[N+:7]([C:10]1[CH:17]=[CH:16][CH:15]=[C:14]([N+]([O-])=O)[C:11]=1[C:12]#[N:13])([O-:9])=[O:8]. No catalyst specified. The product is [CH:1]1([CH2:4][CH2:5][O:6][C:14]2[CH:15]=[CH:16][CH:17]=[C:10]([N+:7]([O-:9])=[O:8])[C:11]=2[C:12]#[N:13])[CH2:3][CH2:2]1. The yield is 0.850. (8) The reactants are C([N:8](CC1C=CC=CC=1)[C:9]1[N:17]=[CH:16][N:15]=[C:14]2[C:10]=1[N:11]([C:34]1[N:39]=[CH:38][C:37]([O:40][C:41]3[CH:46]=[CH:45][CH:44]=[CH:43][CH:42]=3)=[CH:36][N:35]=1)[C:12](=[O:33])[N:13]2[C:18]1[CH:19]=[C:20]([N:24]([CH3:32])[C:25](=[O:31])[O:26][C:27]([CH3:30])([CH3:29])[CH3:28])[CH:21]=[CH:22][CH:23]=1)C1C=CC=CC=1.O=[N+]([O-])[O-].[O-][N+](=O)[O-].[O-][N+](=O)[O-].[O-][N+](=O)[O-].[O-][N+](=O)[O-].[O-][N+](=O)[O-].[Ce+4].[NH4+].[NH4+]. The catalyst is CC#N.O. The product is [NH2:8][C:9]1[N:17]=[CH:16][N:15]=[C:14]2[C:10]=1[N:11]([C:34]1[N:39]=[CH:38][C:37]([O:40][C:41]3[CH:42]=[CH:43][CH:44]=[CH:45][CH:46]=3)=[CH:36][N:35]=1)[C:12](=[O:33])[N:13]2[C:18]1[CH:19]=[C:20]([N:24]([CH3:32])[C:25](=[O:31])[O:26][C:27]([CH3:29])([CH3:30])[CH3:28])[CH:21]=[CH:22][CH:23]=1. The yield is 0.630.